Task: Predict which catalyst facilitates the given reaction.. Dataset: Catalyst prediction with 721,799 reactions and 888 catalyst types from USPTO (1) Reactant: [O:1]=[C:2]([C:6]1[S:7][CH:8]=[CH:9][CH:10]=1)[C:3]([OH:5])=O.C(N(CC)CC)C.CN(C(ON1N=NC2C=CC=NC1=2)=[N+](C)C)C.F[P-](F)(F)(F)(F)F.[NH2:42][C:43]12[C:61](=[O:62])[C:60]3[C:55](=[CH:56][CH:57]=[CH:58][CH:59]=3)[C:44]1([OH:63])[O:45][C:46]1[CH:51]=[C:50]([CH:52]([CH3:54])[CH3:53])[CH:49]=[CH:48][C:47]=12. Product: [OH:63][C:44]12[C:55]3[C:60](=[CH:59][CH:58]=[CH:57][CH:56]=3)[C:61](=[O:62])[C:43]1([NH:42][C:3](=[O:5])[C:2](=[O:1])[C:6]1[S:7][CH:8]=[CH:9][CH:10]=1)[C:47]1[CH:48]=[CH:49][C:50]([CH:52]([CH3:54])[CH3:53])=[CH:51][C:46]=1[O:45]2. The catalyst class is: 3. (2) Reactant: [Br:1][C:2]1[CH:7]=[C:6]([CH:8]([OH:13])[C:9]([F:12])([F:11])[F:10])[CH:5]=[CH:4][N:3]=1.C(N(CC)CC)C.FC(F)(F)S(O[Si:27]([C:30]([CH3:33])([CH3:32])[CH3:31])([CH3:29])[CH3:28])(=O)=O.O. Product: [Br:1][C:2]1[CH:7]=[C:6]([CH:8]([O:13][Si:27]([C:30]([CH3:33])([CH3:32])[CH3:31])([CH3:29])[CH3:28])[C:9]([F:11])([F:12])[F:10])[CH:5]=[CH:4][N:3]=1. The catalyst class is: 4. (3) Reactant: [N:1]([C:4]1[CH:9]=[CH:8][C:7]([S:10]([NH2:13])(=[O:12])=[O:11])=[CH:6][CH:5]=1)=[C:2]=[S:3].[N:14]1[CH:19]=[CH:18][CH:17]=[CH:16][C:15]=1[CH2:20][NH:21][CH2:22][C:23]1[CH:28]=[CH:27][CH:26]=[CH:25][N:24]=1. Product: [N:14]1[CH:19]=[CH:18][CH:17]=[CH:16][C:15]=1[CH2:20][N:21]([CH2:22][C:23]1[CH:28]=[CH:27][CH:26]=[CH:25][N:24]=1)[C:2](=[S:3])[NH:1][C:4]1[CH:5]=[CH:6][C:7]([S:10]([NH2:13])(=[O:11])=[O:12])=[CH:8][CH:9]=1. The catalyst class is: 10.